Dataset: Reaction yield outcomes from USPTO patents with 853,638 reactions. Task: Predict the reaction yield, written as a fraction of the theoretical maximum amount of product (1.0 means a 100% yield; for example, 0.34 means a 34% yield). (1) The yield is 0.800. The reactants are [CH2:1]([O:3][C:4](=[O:17])[CH2:5][NH:6][C:7]1[CH:8]=[CH:9][CH:10]=[C:11]2[C:16]=1[CH2:15][NH:14][CH2:13][CH2:12]2)C.[C:18]1(=O)[CH2:21][CH2:20][CH2:19]1.[BH3-]C#N.[Na+].O. The catalyst is CO.[Cl-].[Cl-].[Zn+2]. The product is [CH3:1][O:3][C:4](=[O:17])[CH2:5][NH:6][C:7]1[CH:8]=[CH:9][CH:10]=[C:11]2[C:16]=1[CH2:15][N:14]([CH:18]1[CH2:21][CH2:20][CH2:19]1)[CH2:13][CH2:12]2. (2) The reactants are C([O:9][C@@H:10]1[C@@H:14]([CH2:15][OH:16])[CH:13]=[CH:12][C@@H:11]1[O:17]C(=O)C1C=CC=CC=1)(=O)C1C=CC=CC=1.C[O-].[Na+]. The catalyst is CO. The product is [OH:16][CH2:15][C@@H:14]1[C@@H:10]([OH:9])[C@@H:11]([OH:17])[CH:12]=[CH:13]1. The yield is 0.710. (3) The reactants are C([O:3][C:4](=[O:36])[C:5]1[CH:10]=[C:9]([C@H:11]2[CH2:16][CH2:15][CH2:14][N:13]([C:17]([C:19]3[S:23][C:22]([C:24]4[CH:29]=[CH:28][C:27]([C:30]([F:33])([F:32])[F:31])=[CH:26][CH:25]=4)=[N:21][C:20]=3[CH3:34])=[O:18])[CH2:12]2)[CH:8]=[CH:7][C:6]=1[CH3:35])C.C(=O)([O-])[O-].[K+].[K+].CO. The catalyst is O. The product is [CH3:35][C:6]1[CH:7]=[CH:8][C:9]([C@H:11]2[CH2:16][CH2:15][CH2:14][N:13]([C:17]([C:19]3[S:23][C:22]([C:24]4[CH:25]=[CH:26][C:27]([C:30]([F:33])([F:31])[F:32])=[CH:28][CH:29]=4)=[N:21][C:20]=3[CH3:34])=[O:18])[CH2:12]2)=[CH:10][C:5]=1[C:4]([OH:36])=[O:3]. The yield is 0.940. (4) The reactants are [C:1]1([CH2:7][C:8]([NH2:10])=[O:9])[CH:6]=[CH:5][CH:4]=[CH:3][CH:2]=1.[CH2:11]=[O:12]. The catalyst is C(=O)([O-])[O-].[K+].[K+]. The product is [OH:12][CH2:11][NH:10][C:8](=[O:9])[CH2:7][C:1]1[CH:6]=[CH:5][CH:4]=[CH:3][CH:2]=1. The yield is 0.440. (5) The reactants are C1C(=O)N([Cl:8])C(=O)C1.[CH3:9][N:10]1[CH:14]=[N:13][N:12]=[C:11]1[C:15]1[CH:21]=[CH:20][C:18]([NH2:19])=[CH:17][CH:16]=1. The catalyst is CN(C=O)C. The product is [Cl:8][C:20]1[CH:21]=[C:15]([C:11]2[N:10]([CH3:9])[CH:14]=[N:13][N:12]=2)[CH:16]=[CH:17][C:18]=1[NH2:19]. The yield is 0.810. (6) The reactants are C(OC([NH:8][C@H:9]([C:11]([NH:13][CH:14]1[N:20]=[C:19]([C:21]2[CH:26]=[CH:25][CH:24]=[CH:23][CH:22]=2)[C:18]2[CH:27]=[CH:28][CH:29]=[CH:30][C:17]=2[N:16]([CH2:31][CH2:32][CH2:33][C:34]([F:37])([F:36])[F:35])[C:15]1=[O:38])=[O:12])[CH3:10])=O)(C)(C)C.[NH2:8][C@H:9]([C:11]([NH:13][CH:14]1[N:20]=[C:19]([C:21]2[CH:26]=[CH:25][CH:24]=[CH:23][CH:22]=2)[C:18]2[CH:27]=[CH:28][CH:29]=[CH:30][C:17]=2[N:16]([CH2:31][CH2:32][CH2:33][C:34]([F:37])([F:35])[F:36])[C:15]1=[O:38])=[O:12])[CH3:10].C(O)(C(F)(F)F)=O.C(Cl)Cl. No catalyst specified. The product is [NH2:8][C@H:9]([C:11]([NH:13][CH:14]1[N:20]=[C:19]([C:21]2[CH:26]=[CH:25][CH:24]=[CH:23][CH:22]=2)[C:18]2[CH:27]=[CH:28][CH:29]=[CH:30][C:17]=2[N:16]([CH2:31][CH2:32][CH2:33][C:34]([F:37])([F:35])[F:36])[C:15]1=[O:38])=[O:12])[CH3:10]. The yield is 0.680. (7) The reactants are Br[C:2]1[C:7]([N+:8]([O-:10])=[O:9])=[CH:6][CH:5]=[CH:4][N:3]=1.[Cl:11][C:12]1[CH:17]=[CH:16][C:15](B(O)O)=[CH:14][C:13]=1[C:21]([O:23][CH3:24])=[O:22].C(=O)([O-])[O-].[Na+].[Na+].C(O)C. The catalyst is C1(C)C=CC=CC=1.C1C=CC([P]([Pd]([P](C2C=CC=CC=2)(C2C=CC=CC=2)C2C=CC=CC=2)([P](C2C=CC=CC=2)(C2C=CC=CC=2)C2C=CC=CC=2)[P](C2C=CC=CC=2)(C2C=CC=CC=2)C2C=CC=CC=2)(C2C=CC=CC=2)C2C=CC=CC=2)=CC=1. The product is [Cl:11][C:12]1[CH:17]=[CH:16][C:15]([C:2]2[C:7]([N+:8]([O-:10])=[O:9])=[CH:6][CH:5]=[CH:4][N:3]=2)=[CH:14][C:13]=1[C:21]([O:23][CH3:24])=[O:22]. The yield is 0.610. (8) The product is [CH:1]1([NH:4][C:5](=[O:36])[C:6](=[O:35])[C@@H:7]([NH:10][C:11](=[O:34])[C@@H:12]([NH:21][C@@H:22]([C:27]2[CH:32]=[CH:31][C:30]([F:33])=[CH:29][CH:28]=2)[C:23]([F:25])([F:24])[F:26])[CH2:13][S:14]([CH2:17][CH:18]2[CH2:20][CH2:19]2)(=[O:16])=[O:15])[CH2:8][CH3:9])[CH2:3][CH2:2]1. The yield is 0.850. The catalyst is C(#N)C.ClCCl. The reactants are [CH:1]1([NH:4][C:5](=[O:36])[CH:6]([OH:35])[C@@H:7]([NH:10][C:11](=[O:34])[C@@H:12]([NH:21][C@@H:22]([C:27]2[CH:32]=[CH:31][C:30]([F:33])=[CH:29][CH:28]=2)[C:23]([F:26])([F:25])[F:24])[CH2:13][S:14]([CH2:17][CH:18]2[CH2:20][CH2:19]2)(=[O:16])=[O:15])[CH2:8][CH3:9])[CH2:3][CH2:2]1. (9) The reactants are [Cl:1][C:2]1[C:7]([C:8](OCC)=[O:9])=[C:6]([N:13]([CH2:20][CH2:21][C:22]([O:24][CH2:25][CH3:26])=[O:23])[C:14]2[CH:19]=[CH:18][CH:17]=[CH:16][CH:15]=2)[N:5]=[C:4]([S:27][CH3:28])[N:3]=1.[Li+].CC([N-]C(C)C)C.O. The catalyst is O1CCCC1. The product is [Cl:1][C:2]1[C:7]2[C:8](=[O:9])[CH:21]([C:22]([O:24][CH2:25][CH3:26])=[O:23])[CH2:20][N:13]([C:14]3[CH:15]=[CH:16][CH:17]=[CH:18][CH:19]=3)[C:6]=2[N:5]=[C:4]([S:27][CH3:28])[N:3]=1. The yield is 0.512.